This data is from NCI-60 drug combinations with 297,098 pairs across 59 cell lines. The task is: Regression. Given two drug SMILES strings and cell line genomic features, predict the synergy score measuring deviation from expected non-interaction effect. (1) Cell line: MCF7. Drug 1: C1=NC2=C(N=C(N=C2N1C3C(C(C(O3)CO)O)O)F)N. Synergy scores: CSS=2.31, Synergy_ZIP=1.09, Synergy_Bliss=2.92, Synergy_Loewe=2.58, Synergy_HSA=1.46. Drug 2: CC(C)(C#N)C1=CC(=CC(=C1)CN2C=NC=N2)C(C)(C)C#N. (2) Synergy scores: CSS=24.6, Synergy_ZIP=-7.73, Synergy_Bliss=-7.74, Synergy_Loewe=-13.2, Synergy_HSA=-10.1. Cell line: SK-MEL-5. Drug 2: C1C(C(OC1N2C=NC3=C2NC=NCC3O)CO)O. Drug 1: C1=CC(=CC=C1CCCC(=O)O)N(CCCl)CCCl. (3) Cell line: SNB-19. Drug 1: C1=CN(C(=O)N=C1N)C2C(C(C(O2)CO)O)O.Cl. Drug 2: CN1C2=C(C=C(C=C2)N(CCCl)CCCl)N=C1CCCC(=O)O.Cl. Synergy scores: CSS=24.6, Synergy_ZIP=-0.0871, Synergy_Bliss=3.51, Synergy_Loewe=-11.7, Synergy_HSA=2.49.